Dataset: Full USPTO retrosynthesis dataset with 1.9M reactions from patents (1976-2016). Task: Predict the reactants needed to synthesize the given product. The reactants are: [Cl:1][C:2]1[C:3]([F:24])=[C:4]([NH:8][C:9]2[C:18]3[C:13](=[CH:14][C:15]([O:22][CH3:23])=[C:16]([C:19](=O)[CH3:20])[CH:17]=3)[N:12]=[CH:11][N:10]=2)[CH:5]=[CH:6][CH:7]=1.[NH:25]1[CH2:32][CH2:31][CH2:30][C@H:26]1[C:27]([NH2:29])=[O:28]. Given the product [Cl:1][C:2]1[C:3]([F:24])=[C:4]([NH:8][C:9]2[C:18]3[C:13](=[CH:14][C:15]([O:22][CH3:23])=[C:16]([CH:19]([N:25]4[CH2:32][CH2:31][CH2:30][C@H:26]4[C:27]([NH2:29])=[O:28])[CH3:20])[CH:17]=3)[N:12]=[CH:11][N:10]=2)[CH:5]=[CH:6][CH:7]=1, predict the reactants needed to synthesize it.